Dataset: Forward reaction prediction with 1.9M reactions from USPTO patents (1976-2016). Task: Predict the product of the given reaction. (1) Given the reactants [Br:1][C:2]1[CH:11]=[C:10]2[C:5]([C:6]([CH3:13])=[CH:7][CH:8]=[N+:9]2[O-])=[CH:4][CH:3]=1.C1(C(F)(F)F)C=CC=CC=1.C([NH2:28])(C)(C)C.O(S(C1C=CC(C)=CC=1)(=O)=O)S(C1C=CC(C)=CC=1)(=O)=O.FC(F)(F)C(O)=O, predict the reaction product. The product is: [NH2:28][C:8]1[CH:7]=[C:6]([CH3:13])[C:5]2[C:10](=[CH:11][C:2]([Br:1])=[CH:3][CH:4]=2)[N:9]=1. (2) Given the reactants [F:1][C:2]1[C:11]2[O:10][CH2:9][CH:8]([CH2:12]OS(C3C=CC(C)=CC=3)(=O)=O)[O:7][C:6]=2[CH:5]=[C:4]([S:24]([CH3:27])(=[O:26])=[O:25])[CH:3]=1.[NH2:28][CH2:29][CH2:30][OH:31], predict the reaction product. The product is: [F:1][C:2]1[C:11]2[O:10][CH2:9][CH:8]([CH2:12][NH:28][CH2:29][CH2:30][OH:31])[O:7][C:6]=2[CH:5]=[C:4]([S:24]([CH3:27])(=[O:25])=[O:26])[CH:3]=1. (3) Given the reactants [F:1][C:2]([F:13])([F:12])[O:3][C:4]1[CH:11]=[CH:10][C:7]([CH:8]=[O:9])=[CH:6][CH:5]=1.[CH:14]([Mg]Br)=[CH2:15].O1CCCC1.[Cl-].[NH4+], predict the reaction product. The product is: [F:1][C:2]([F:12])([F:13])[O:3][C:4]1[CH:11]=[CH:10][C:7]([CH:8]([OH:9])[CH:14]=[CH2:15])=[CH:6][CH:5]=1. (4) Given the reactants [CH3:1][S:2]([C:4]1[CH:5]=[C:6]([C:10]2[S:14][C:13]([C:15]([O:17]C(C)(C)C)=[O:16])=[CH:12][CH:11]=2)[N:7]=[N:8][CH:9]=1)=[O:3].[C:22]([OH:28])([C:24]([F:27])([F:26])[F:25])=[O:23], predict the reaction product. The product is: [F:25][C:24]([F:27])([F:26])[C:22]([OH:28])=[O:23].[CH3:1][S:2]([C:4]1[CH:5]=[C:6]([C:10]2[S:14][C:13]([C:15]([OH:17])=[O:16])=[CH:12][CH:11]=2)[N:7]=[N:8][CH:9]=1)=[O:3]. (5) Given the reactants [Cl:1][C:2]1[CH:10]=[CH:9][C:5]([C:6](Cl)=[O:7])=[CH:4][CH:3]=1.[Cl-].[Al+3].[Cl-].[Cl-].[CH2:15]([N:22]1[CH:26]=[CH:25][CH:24]=[C:23]1[CH2:27][C:28]#[N:29])[C:16]1[CH:21]=[CH:20][CH:19]=[CH:18][CH:17]=1, predict the reaction product. The product is: [CH2:15]([N:22]1[C:26]([C:6](=[O:7])[C:5]2[CH:9]=[CH:10][C:2]([Cl:1])=[CH:3][CH:4]=2)=[CH:25][CH:24]=[C:23]1[CH2:27][C:28]#[N:29])[C:16]1[CH:17]=[CH:18][CH:19]=[CH:20][CH:21]=1. (6) The product is: [CH3:25][N:9]1[C:8](=[O:26])[C:7]([C:6]2[CH:5]=[CH:4][S:3][C:2]=2[C:32]2[CH:33]=[CH:34][C:29]([C:27]#[N:28])=[CH:30][CH:31]=2)=[C:12]([CH3:13])[N:11]([C:14]2[CH:19]=[CH:18][CH:17]=[C:16]([C:20]([F:23])([F:22])[F:21])[CH:15]=2)[C:10]1=[O:24]. Given the reactants Br[C:2]1[S:3][CH:4]=[CH:5][C:6]=1[C:7]1[C:8](=[O:26])[N:9]([CH3:25])[C:10](=[O:24])[N:11]([C:14]2[CH:19]=[CH:18][CH:17]=[C:16]([C:20]([F:23])([F:22])[F:21])[CH:15]=2)[C:12]=1[CH3:13].[C:27]([C:29]1[CH:34]=[CH:33][C:32](B(O)O)=[CH:31][CH:30]=1)#[N:28].C(=O)([O-])[O-].[Na+].[Na+].O, predict the reaction product. (7) The product is: [Cl:1][C:2]1[C:10]2[CH:9]([CH2:11][C:12]([O:14][CH2:15][CH3:16])=[O:13])[O:8][B:7]([OH:17])[C:6]=2[CH:5]=[C:4]([O:18][C:23](=[O:24])[N:22]([CH3:26])[CH3:21])[CH:3]=1. Given the reactants [Cl:1][C:2]1[C:10]2[CH:9]([CH2:11][C:12]([O:14][CH2:15][CH3:16])=[O:13])[O:8][B:7]([OH:17])[C:6]=2[CH:5]=[C:4]([OH:18])[CH:3]=1.[H-].[Na+].[CH3:21][N:22]([CH3:26])[C:23](Cl)=[O:24], predict the reaction product.